Dataset: Reaction yield outcomes from USPTO patents with 853,638 reactions. Task: Predict the reaction yield, written as a fraction of the theoretical maximum amount of product (1.0 means a 100% yield; for example, 0.34 means a 34% yield). (1) The product is [CH3:2][C:3]1[C:11]([C:12]2[S:14][C:16]([C:17]([OH:19])=[O:18])=[C:22]([C:24]3[CH:29]=[CH:28][CH:27]=[CH:26][C:25]=3[N+:30]([O-:32])=[O:31])[N:13]=2)=[C:6]2[CH:7]=[CH:8][CH:9]=[CH:10][N:5]2[N:4]=1. The yield is 0.310. The catalyst is C1COCC1.CCOC(C)=O. The reactants are Cl.[CH3:2][C:3]1[C:11]([C:12](=[S:14])[NH2:13])=[C:6]2[CH:7]=[CH:8][CH:9]=[CH:10][N:5]2[N:4]=1.Cl[CH:16]([C:22]([C:24]1[CH:29]=[CH:28][CH:27]=[CH:26][C:25]=1[N+:30]([O-:32])=[O:31])=O)[C:17]([O:19]CC)=[O:18].CC(O)C.C(=O)(O)[O-].[Na+]. (2) The reactants are [NH2:1][C:2]1[CH:9]=[CH:8][C:5]([C:6]#[N:7])=[CH:4][CH:3]=1.Cl[CH2:11][C:12]([O-:14])=[O:13].[Na+].C(=O)(O)[O-].[Na+]. The catalyst is O. The product is [C:6]([C:5]1[CH:8]=[CH:9][C:2]([NH:1][CH2:11][C:12]([OH:14])=[O:13])=[CH:3][CH:4]=1)#[N:7]. The yield is 0.709. (3) The reactants are Cl[C:2]1[C:11]2[C:6](=[CH:7][CH:8]=[C:9]([Cl:12])[N:10]=2)[N:5]=[CH:4][C:3]=1[C:13](=[O:15])[CH3:14].[CH3:16][N:17]([CH3:28])[CH2:18][CH2:19][NH:20][C:21]1[CH:26]=[CH:25][C:24]([NH2:27])=[CH:23][N:22]=1. No catalyst specified. The product is [Cl:12][C:9]1[N:10]=[C:11]2[C:6](=[CH:7][CH:8]=1)[N:5]=[CH:4][C:3]([C:13](=[O:15])[CH3:14])=[C:2]2[NH:27][C:24]1[CH:23]=[N:22][C:21]([NH:20][CH2:19][CH2:18][N:17]([CH3:28])[CH3:16])=[CH:26][CH:25]=1. The yield is 0.370. (4) The reactants are [CH:1]1([CH2:4][N:5]2[C:9]3[CH:10]=[CH:11][C:12]([CH:14]=[O:15])=[CH:13][C:8]=3[N:7]=[C:6]2[CH2:16][C:17]2[CH:22]=[CH:21][C:20]([O:23][CH2:24][CH3:25])=[CH:19][CH:18]=2)[CH2:3][CH2:2]1.[CH3:26][Mg]Br.O. The catalyst is C1COCC1. The product is [CH:1]1([CH2:4][N:5]2[C:9]3[CH:10]=[CH:11][C:12]([CH:14]([OH:15])[CH3:26])=[CH:13][C:8]=3[N:7]=[C:6]2[CH2:16][C:17]2[CH:18]=[CH:19][C:20]([O:23][CH2:24][CH3:25])=[CH:21][CH:22]=2)[CH2:3][CH2:2]1. The yield is 0.790. (5) The catalyst is CN1CCCC1=O.O. The yield is 0.910. The reactants are [N+:1]([C:4]1[CH:5]=[C:6]([CH:10]=[C:11]([N+:13]([O-:15])=[O:14])[CH:12]=1)[C:7]([OH:9])=[O:8])([O-:3])=[O:2].C(=O)([O-])O.[Na+].[I-].[Na+].Cl[CH2:24][CH2:25][CH2:26][CH2:27][CH2:28][CH2:29][OH:30]. The product is [N+:1]([C:4]1[CH:5]=[C:6]([CH:10]=[C:11]([N+:13]([O-:15])=[O:14])[CH:12]=1)[C:7]([O:9][CH2:24][CH2:25][CH2:26][CH2:27][CH2:28][CH2:29][OH:30])=[O:8])([O-:3])=[O:2]. (6) The reactants are [CH2:1]([N:8]1[CH2:12][CH2:11][C:10](=[C:13]([OH:23])[C:14]2[O:15][C:16]([S:19]([CH3:22])(=[O:21])=[O:20])=[CH:17][CH:18]=2)[C:9]1=[O:24])[C:2]1[CH:7]=[CH:6][CH:5]=[CH:4][CH:3]=1.[BH4-].[Na+]. The catalyst is CO.C1COCC1. The product is [CH2:1]([N:8]1[CH2:12][CH2:11][CH:10]([CH:13]([OH:23])[C:14]2[O:15][C:16]([S:19]([CH3:22])(=[O:21])=[O:20])=[CH:17][CH:18]=2)[C:9]1=[O:24])[C:2]1[CH:7]=[CH:6][CH:5]=[CH:4][CH:3]=1. The yield is 0.790. (7) The reactants are Cl.[C:2]([O:6][C:7](=[O:11])[CH2:8][CH2:9][NH2:10])([CH3:5])([CH3:4])[CH3:3].O1CCOCC1.Cl[C:19]1[CH:24]=[C:23]([CH:25]([S:34][C:35]2[CH:40]=[CH:39][C:38]([Cl:41])=[CH:37][CH:36]=2)[C:26]2[CH:31]=[C:30]([F:32])[CH:29]=[CH:28][C:27]=2[F:33])[C:22]([Cl:42])=[CH:21][N:20]=1. The catalyst is C(=O)([O-])[O-].[K+].[K+].C(OCC)(=O)C. The product is [Cl:42][C:22]1[C:23]([CH:25]([S:34][C:35]2[CH:40]=[CH:39][C:38]([Cl:41])=[CH:37][CH:36]=2)[C:26]2[CH:31]=[C:30]([F:32])[CH:29]=[CH:28][C:27]=2[F:33])=[CH:24][C:19]([NH:10][CH2:9][CH2:8][C:7]([O:6][C:2]([CH3:5])([CH3:4])[CH3:3])=[O:11])=[N:20][CH:21]=1. The yield is 0.160. (8) The yield is 0.252. The catalyst is C(Cl)Cl. The product is [CH2:1]([O:3][C:4]1[CH:5]=[CH:6][C:7]([C:8]([NH:20][CH:16]([CH2:17][CH2:18][CH3:19])[CH2:15][CH2:14][CH3:13])=[O:10])=[CH:11][CH:12]=1)[CH3:2]. The reactants are [CH2:1]([O:3][C:4]1[CH:12]=[CH:11][C:7]([C:8]([OH:10])=O)=[CH:6][CH:5]=1)[CH3:2].[CH3:13][CH2:14][CH2:15][CH:16]([NH2:20])[CH2:17][CH2:18][CH3:19].ON1C2C=CC=CC=2N=N1.Cl.C(N=C=NCCCN(C)C)C. (9) The reactants are C([O:8][NH:9][C:10](=[O:30])[C:11]1[CH:16]=[CH:15][C:14]([NH:17][C:18](=[O:29])[CH:19]([C:23]2[CH:28]=[CH:27][CH:26]=[CH:25][CH:24]=2)[CH:20]([CH3:22])[CH3:21])=[CH:13][CH:12]=1)C1C=CC=CC=1.[H][H]. The catalyst is CO.C1COCC1.[Pd]. The product is [OH:8][NH:9][C:10](=[O:30])[C:11]1[CH:12]=[CH:13][C:14]([NH:17][C:18](=[O:29])[CH:19]([C:23]2[CH:24]=[CH:25][CH:26]=[CH:27][CH:28]=2)[CH:20]([CH3:22])[CH3:21])=[CH:15][CH:16]=1. The yield is 0.900.